Dataset: KCNQ2 potassium channel screen with 302,405 compounds. Task: Binary Classification. Given a drug SMILES string, predict its activity (active/inactive) in a high-throughput screening assay against a specified biological target. (1) The drug is O1C(C2OC(CC2)Cn2nnc(CC3CCCC3)c2)CCC1Cn1nnc(CC2CCCC2)c1. The result is 0 (inactive). (2) The compound is Fc1c(OCc2onc(C(=O)NCCc3nc4n(c3)cccc4)c2)c(F)ccc1. The result is 0 (inactive). (3) The compound is Clc1c(OCc2oc(SC(C(=O)NC(=O)NCC)C)nn2)cccc1. The result is 0 (inactive).